The task is: Predict the reactants needed to synthesize the given product.. This data is from Full USPTO retrosynthesis dataset with 1.9M reactions from patents (1976-2016). (1) Given the product [C:53]([NH:49][C:45]1[CH:44]=[C:43]([C:39]2[CH:40]=[CH:41][CH:42]=[C:37]([CH2:36][O:34][C@@H:10]3[CH2:9][NH:8][CH2:12][C@H:11]3[CH2:13][N:14]([CH:31]([CH3:33])[CH3:32])[C:15](=[O:30])[C:16]3[CH:21]=[CH:20][C:19]([O:22][CH3:23])=[C:18]([O:24][CH2:25][CH2:26][CH2:27][O:28][CH3:29])[CH:17]=3)[CH:38]=2)[CH:48]=[CH:47][CH:46]=1)(=[O:55])[CH3:52], predict the reactants needed to synthesize it. The reactants are: C(OC([N:8]1[CH2:12][C@@H:11]([CH2:13][N:14]([CH:31]([CH3:33])[CH3:32])[C:15](=[O:30])[C:16]2[CH:21]=[CH:20][C:19]([O:22][CH3:23])=[C:18]([O:24][CH2:25][CH2:26][CH2:27][O:28][CH3:29])[CH:17]=2)[C@H:10]([OH:34])[CH2:9]1)=O)(C)(C)C.Br[CH2:36][C:37]1[CH:38]=[C:39]([C:43]2[CH:48]=[CH:47][CH:46]=[C:45]([N+:49]([O-])=O)[CH:44]=2)[CH:40]=[CH:41][CH:42]=1.[CH3:52][C:53]#N.[OH2:55].CC#N. (2) Given the product [C:11]([C:13](=[C:2]([OH:4])[C:1]([O:8][CH2:9][CH3:10])=[O:7])[C:14]([O:16][CH2:17][CH3:18])=[O:15])#[N:12], predict the reactants needed to synthesize it. The reactants are: [C:1]([O:8][CH2:9][CH3:10])(=[O:7])[C:2]([O:4]CC)=O.[C:11]([CH2:13][C:14]([O:16][CH2:17][CH3:18])=[O:15])#[N:12]. (3) Given the product [CH3:19][O:18][CH2:17][O:16][C:13]1[CH:14]=[CH:15][C:10]([C:8]2[C:3]3[C:2](=[CH:7][CH:6]=[CH:5][CH:4]=3)[N:1]=[C:20]([NH2:22])[CH:21]=2)=[CH:11][CH:12]=1, predict the reactants needed to synthesize it. The reactants are: [NH2:1][C:2]1[CH:7]=[CH:6][CH:5]=[CH:4][C:3]=1[C:8]([C:10]1[CH:15]=[CH:14][C:13]([O:16][CH2:17][O:18][CH3:19])=[CH:12][CH:11]=1)=O.[C:20](#[N:22])[CH3:21].[H-].[Na+].O. (4) Given the product [Cl:1][C:2]1[CH:7]=[CH:6][C:5]([OH:8])=[CH:4][C:3]=1[C:10]1[CH:36]=[C:35]([CH3:37])[C:13]2[N:14]=[C:15]([NH:18][C:19]3[CH:24]=[CH:23][CH:22]=[C:21]([S:25]([N:28]4[CH2:33][CH2:32][N:31]([CH3:34])[CH2:30][CH2:29]4)(=[O:26])=[O:27])[CH:20]=3)[N:16]=[N:17][C:12]=2[CH:11]=1, predict the reactants needed to synthesize it. The reactants are: [Cl:1][C:2]1[CH:7]=[CH:6][C:5]([O:8]C)=[CH:4][C:3]=1[C:10]1[CH:36]=[C:35]([CH3:37])[C:13]2[N:14]=[C:15]([NH:18][C:19]3[CH:24]=[CH:23][CH:22]=[C:21]([S:25]([N:28]4[CH2:33][CH2:32][N:31]([CH3:34])[CH2:30][CH2:29]4)(=[O:27])=[O:26])[CH:20]=3)[N:16]=[N:17][C:12]=2[CH:11]=1.B(Br)(Br)Br. (5) Given the product [CH2:9]([NH:11][CH2:2][C:3]1[O:7][N:6]=[C:5]([CH3:8])[CH:4]=1)[CH3:10], predict the reactants needed to synthesize it. The reactants are: Cl[CH2:2][C:3]1[O:7][N:6]=[C:5]([CH3:8])[CH:4]=1.[CH2:9]([NH2:11])[CH3:10]. (6) Given the product [CH2:1]([NH:3][C:11](=[O:12])[CH2:10][C:9]([NH:8][CH2:7][C:6]1[CH:15]=[C:16]([C:19]2[CH2:23][C:22]([C:28]3[CH:33]=[C:32]([Cl:34])[C:31]([Cl:35])=[C:30]([Cl:36])[CH:29]=3)([C:24]([F:25])([F:26])[F:27])[O:21][N:20]=2)[CH:17]=[CH:18][C:5]=1[F:4])=[O:14])[CH3:2], predict the reactants needed to synthesize it. The reactants are: [CH2:1]([NH2:3])[CH3:2].[F:4][C:5]1[CH:18]=[CH:17][C:16]([C:19]2[CH2:23][C:22]([C:28]3[CH:33]=[C:32]([Cl:34])[C:31]([Cl:35])=[C:30]([Cl:36])[CH:29]=3)([C:24]([F:27])([F:26])[F:25])[O:21][N:20]=2)=[CH:15][C:6]=1[CH2:7][NH:8][C:9](=[O:14])[CH2:10][C:11](O)=[O:12].F[P-](F)(F)(F)(F)F.N1(OC(N(C)C)=[N+](C)C)C2N=CC=CC=2N=N1.C(N(CC)CC)C.[N-]=C=O.CC[NH+](CC)CC.CC[NH+](CC)CC.C([O-])([O-])=O. (7) Given the product [CH3:1][N:2]1[CH2:7][CH2:6][N:5]([CH2:8][C:9]2[CH:10]=[CH:11][C:12]([NH:15][C:78]([C:71]3[C:72]4[N:73]=[CH:74][CH:75]=[N:76][C:77]=4[C:68]([C:64]4[C:63]([CH3:62])=[CH:67][S:66][CH:65]=4)=[CH:69][CH:70]=3)=[O:80])=[N:13][CH:14]=2)[CH2:4][CH2:3]1, predict the reactants needed to synthesize it. The reactants are: [CH3:1][N:2]1[CH2:7][CH2:6][N:5]([CH2:8][C:9]2[CH:10]=[CH:11][C:12]([NH:15]C(C3C4N=CC=NC=4C(C4C(Cl)=C(OC)C=C(OC)C=4Cl)=CC=3)=O)=[N:13][CH:14]=2)[CH2:4][CH2:3]1.CN(C(ON1N=NC2C=CC=CC1=2)=[N+](C)C)C.[B-](F)(F)(F)F.[CH3:62][C:63]1[C:64]([C:68]2[C:77]3[N:76]=[CH:75][CH:74]=[N:73][C:72]=3[C:71]([C:78]([OH:80])=O)=[CH:70][CH:69]=2)=[CH:65][S:66][CH:67]=1.CC1C(B(O)O)=CSC=1. (8) Given the product [N+:1]([C:4]1[CH:13]=[CH:12][C:7]([C:8]([NH:10][NH:11][C:15](=[O:23])[CH2:16][CH2:17][CH2:18][C:19]([O:21][CH3:22])=[O:20])=[O:9])=[CH:6][CH:5]=1)([O-:3])=[O:2], predict the reactants needed to synthesize it. The reactants are: [N+:1]([C:4]1[CH:13]=[CH:12][C:7]([C:8]([NH:10][NH2:11])=[O:9])=[CH:6][CH:5]=1)([O-:3])=[O:2].Cl[C:15](=[O:23])[CH2:16][CH2:17][CH2:18][C:19]([O:21][CH3:22])=[O:20].